Dataset: Forward reaction prediction with 1.9M reactions from USPTO patents (1976-2016). Task: Predict the product of the given reaction. (1) Given the reactants [Cl:1][C:2]1[CH:7]=[C:6]([O:8][CH3:9])[CH:5]=[CH:4][C:3]=1[C:10]1[N:15]=[CH:14][N:13]=[C:12]([NH:16][CH:17]([CH2:21][CH2:22][CH3:23])[CH2:18][CH2:19][CH3:20])[C:11]=1[NH2:24].[C:25](OCC)(=[O:29])[C:26]([CH3:28])=O, predict the reaction product. The product is: [Cl:1][C:2]1[CH:7]=[C:6]([O:8][CH3:9])[CH:5]=[CH:4][C:3]=1[C:10]1[C:11]2[N:24]=[C:26]([CH3:28])[C:25](=[O:29])[N:16]([CH:17]([CH2:21][CH2:22][CH3:23])[CH2:18][CH2:19][CH3:20])[C:12]=2[N:13]=[CH:14][N:15]=1. (2) Given the reactants [Cl:1][C:2]1[CH:3]=[CH:4][C:5]([CH2:23][O:24][C:25]2[CH:30]=[CH:29][CH:28]=[CH:27][C:26]=2[Cl:31])=[C:6]([CH:22]=1)[C:7]([NH:9][C@H:10]([C:12]1[CH:21]=[CH:20][C:15]([C:16]([O:18]C)=[O:17])=[CH:14][CH:13]=1)[CH3:11])=[O:8].[OH-].[Na+], predict the reaction product. The product is: [Cl:1][C:2]1[CH:3]=[CH:4][C:5]([CH2:23][O:24][C:25]2[CH:30]=[CH:29][CH:28]=[CH:27][C:26]=2[Cl:31])=[C:6]([CH:22]=1)[C:7]([NH:9][C@H:10]([C:12]1[CH:13]=[CH:14][C:15]([C:16]([OH:18])=[O:17])=[CH:20][CH:21]=1)[CH3:11])=[O:8]. (3) The product is: [C:11]1([CH2:10]/[CH:9]=[CH:1]/[CH2:2][C:3]([OH:5])=[O:4])[CH:16]=[CH:15][CH:14]=[CH:13][CH:12]=1. Given the reactants [C:1](O)(=O)[CH2:2][C:3]([OH:5])=[O:4].C(=O)[CH2:9][CH2:10][C:11]1[CH:16]=[CH:15][CH:14]=[CH:13][CH:12]=1, predict the reaction product. (4) Given the reactants [NH2:1][C:2]1[C:14]([CH3:15])=[C:13]2[C:5]([C:6]3[C:11]([CH2:16][C:17]4[CH:22]=[CH:21][CH:20]=[CH:19][CH:18]=4)([CH2:12]2)[CH2:10][CH2:9][C:8](=[O:23])[C:7]=3[Br:24])=[CH:4][CH:3]=1.F[B-](F)(F)F.[N:30]#[O+].CC([O-])=O.[K+].C1OCCOC2C(=CC=CC=2)OCCOCCOC2C(=CC=CC=2)OC1, predict the reaction product. The product is: [Br:24][C:7]1[C:8](=[O:23])[CH2:9][CH2:10][C:11]2([CH2:16][C:17]3[CH:22]=[CH:21][CH:20]=[CH:19][CH:18]=3)[C:6]=1[C:5]1[CH:4]=[CH:3][C:2]3[NH:1][N:30]=[CH:15][C:14]=3[C:13]=1[CH2:12]2. (5) Given the reactants [CH3:1][C:2]1[CH:7]=[CH:6][CH:5]=[C:4]([CH3:8])[C:3]=1[C:9]1[CH:14]=[CH:13][CH:12]=[C:11]([CH:15]2[CH2:24][CH2:23][C:22]3[C:17](=[CH:18][CH:19]=[C:20](B4OC(C)(C)C(C)(C)O4)[CH:21]=3)[O:16]2)[CH:10]=1.Cl[C:35]1[S@@:39](=[O:40])[NH:38][C:37](=[O:41])[CH:36]=1.C1(P(C2CCCCC2)C2C=CC=CC=2C2C(C(C)C)=CC(C(C)C)=CC=2C(C)C)CCCCC1.C(=O)([O-])[O-].[K+].[K+], predict the reaction product. The product is: [CH3:8][C:4]1[CH:5]=[CH:6][CH:7]=[C:2]([CH3:1])[C:3]=1[C:9]1[CH:14]=[CH:13][CH:12]=[C:11]([CH:15]2[CH2:24][CH2:23][C:22]3[C:17](=[CH:18][CH:19]=[C:20]([C:35]4[S@@:39](=[O:40])[NH:38][C:37](=[O:41])[CH:36]=4)[CH:21]=3)[O:16]2)[CH:10]=1.